From a dataset of Reaction yield outcomes from USPTO patents with 853,638 reactions. Predict the reaction yield, written as a fraction of the theoretical maximum amount of product (1.0 means a 100% yield; for example, 0.34 means a 34% yield). (1) The reactants are [CH3:1][C:2]1([CH3:23])[CH2:6][O:5][C:4]2=[CH:7][C:8]3[O:9][CH2:10][C:11]4([C:21]=3[CH:22]=[C:3]12)[C:19]1[C:14](=[CH:15][CH:16]=[CH:17][CH:18]=1)[NH:13][C:12]4=[O:20].[H-].[Na+].Br.Br[CH2:28][C:29]1[CH:30]=[N:31][CH:32]=[CH:33][CH:34]=1. The catalyst is CN(C=O)C. The product is [CH3:1][C:2]1([CH3:23])[CH2:6][O:5][C:4]2=[CH:7][C:8]3[O:9][CH2:10][C:11]4([C:21]=3[CH:22]=[C:3]12)[C:19]1[C:14](=[CH:15][CH:16]=[CH:17][CH:18]=1)[N:13]([CH2:28][C:29]1[CH:30]=[N:31][CH:32]=[CH:33][CH:34]=1)[C:12]4=[O:20]. The yield is 0.480. (2) The reactants are C(OC(=O)[NH:7][CH2:8][CH2:9][N:10]([CH2:25][C:26]1[CH:31]=[CH:30][C:29]([Cl:32])=[CH:28][CH:27]=1)[C:11](=[O:24])[C:12]1[CH:17]=[CH:16][C:15]([C:18]2[CH:23]=[CH:22][N:21]=[CH:20][CH:19]=2)=[CH:14][CH:13]=1)(C)(C)C.[ClH:34]. The catalyst is O1CCOCC1.C(OCC)C. The product is [ClH:32].[ClH:34].[NH2:7][CH2:8][CH2:9][N:10]([CH2:25][C:26]1[CH:27]=[CH:28][C:29]([Cl:32])=[CH:30][CH:31]=1)[C:11](=[O:24])[C:12]1[CH:17]=[CH:16][C:15]([C:18]2[CH:19]=[CH:20][N:21]=[CH:22][CH:23]=2)=[CH:14][CH:13]=1. The yield is 0.960.